Predict the reactants needed to synthesize the given product. From a dataset of Full USPTO retrosynthesis dataset with 1.9M reactions from patents (1976-2016). (1) Given the product [Cl:1][C:2]1[CH:9]=[CH:8][C:5]([OH:26])=[C:4]([O:10][C:11]2[CH:16]=[CH:15][CH:14]=[CH:13][C:12]=2[F:17])[CH:3]=1, predict the reactants needed to synthesize it. The reactants are: [Cl:1][C:2]1[CH:9]=[CH:8][C:5](C=O)=[C:4]([O:10][C:11]2[CH:16]=[CH:15][CH:14]=[CH:13][C:12]=2[F:17])[CH:3]=1.C1C=C(Cl)C=C(C(OO)=[O:26])C=1.C(=O)([O-])[O-].[K+].[K+]. (2) Given the product [Cl:1][C:2]1[CH:3]=[C:4]([NH:9][C:10]([C:12]2[C:13]([NH:19][CH2:20][C:21]3[CH:26]=[CH:25][N:24]=[CH:23][CH:22]=3)=[N:14][C:15]([NH:35][CH2:34][CH2:33][N:27]3[CH2:32][CH2:31][O:30][CH2:29][CH2:28]3)=[CH:16][CH:17]=2)=[O:11])[CH:5]=[CH:6][C:7]=1[Cl:8], predict the reactants needed to synthesize it. The reactants are: [Cl:1][C:2]1[CH:3]=[C:4]([NH:9][C:10]([C:12]2[C:13]([NH:19][CH2:20][C:21]3[CH:26]=[CH:25][N:24]=[CH:23][CH:22]=3)=[N:14][C:15](Cl)=[CH:16][CH:17]=2)=[O:11])[CH:5]=[CH:6][C:7]=1[Cl:8].[N:27]1([CH2:33][CH2:34][NH2:35])[CH2:32][CH2:31][O:30][CH2:29][CH2:28]1.